Dataset: Forward reaction prediction with 1.9M reactions from USPTO patents (1976-2016). Task: Predict the product of the given reaction. (1) Given the reactants [Cl:1][C:2]1[CH:3]=[C:4]([NH:9][CH:10]([C:12]([OH:14])=O)[CH3:11])[CH:5]=[C:6]([Cl:8])[CH:7]=1.C([NH:22][C@H:23]([C:28]([NH2:30])=[O:29])[CH2:24][CH2:25][CH2:26][CH3:27])(OC(C)(C)C)=O, predict the reaction product. The product is: [Cl:8][C:6]1[CH:5]=[C:4]([NH:9][CH:10]([C:12]([NH:30][C:28](=[O:29])[C@@H:23]([NH2:22])[CH2:24][CH2:25][CH2:26][CH3:27])=[O:14])[CH3:11])[CH:3]=[C:2]([Cl:1])[CH:7]=1. (2) Given the reactants [CH2:1](OC([N:11]1[CH2:22][CH2:21][N:20]2[CH2:23][CH2:24][CH2:25][N:14]([CH2:15][CH2:16][N:17](C(OCC3C=CC=CC=3)=O)[CH2:18][CH2:19]2)[CH2:13][CH2:12]1)=O)[C:2]1C=CC=C[CH:3]=1, predict the reaction product. The product is: [CH2:1]=[CH:2][CH3:3].[N:14]12[CH2:25][CH2:24][CH2:23][N:20]([CH2:21][CH2:22][NH:11][CH2:12][CH2:13]1)[CH2:19][CH2:18][NH:17][CH2:16][CH2:15]2. (3) Given the reactants [CH2:1]([S:8][CH2:9][CH:10]([CH2:14][O:15][CH:16]1[CH2:21][CH2:20][O:19][CH2:18][CH2:17]1)[C:11]([OH:13])=[O:12])[C:2]1[CH:7]=[CH:6][CH:5]=[CH:4][CH:3]=1.[OH:22]OS([O-])=O.[K+].[OH2:28], predict the reaction product. The product is: [CH2:1]([S:8]([CH2:9][CH:10]([CH2:14][O:15][CH:16]1[CH2:17][CH2:18][O:19][CH2:20][CH2:21]1)[C:11]([OH:13])=[O:12])(=[O:22])=[O:28])[C:2]1[CH:3]=[CH:4][CH:5]=[CH:6][CH:7]=1. (4) Given the reactants [F:1][C:2]1[CH:10]=[C:9]2[C:5]([C:6]([C:11]3[N:12]=[C:13]4[C:19]([CH:20]=[O:21])=[CH:18][N:17]([CH2:22][O:23][CH2:24][CH2:25][Si:26]([CH3:29])([CH3:28])[CH3:27])[C:14]4=[N:15][CH:16]=3)=[N:7][NH:8]2)=[CH:4][CH:3]=1.C(=O)([O-])[O-].[Cs+].[Cs+].I[CH:37]1[CH2:40][O:39][CH2:38]1, predict the reaction product. The product is: [F:1][C:2]1[CH:10]=[C:9]2[C:5]([C:6]([C:11]3[N:12]=[C:13]4[C:19]([CH:20]=[O:21])=[CH:18][N:17]([CH2:22][O:23][CH2:24][CH2:25][Si:26]([CH3:29])([CH3:28])[CH3:27])[C:14]4=[N:15][CH:16]=3)=[N:7][N:8]2[CH:37]2[CH2:40][O:39][CH2:38]2)=[CH:4][CH:3]=1. (5) The product is: [Cl:1][C:2]1[C:6]2[CH:7]=[CH:8][C:9]([O:11][CH2:12][C:13]3[CH:18]=[CH:17][C:16]([Cl:19])=[CH:15][C:14]=3[Cl:20])=[CH:10][C:5]=2[S:4][C:3]=1[C:21]([NH2:26])=[O:23]. Given the reactants [Cl:1][C:2]1[C:6]2[CH:7]=[CH:8][C:9]([O:11][CH2:12][C:13]3[CH:18]=[CH:17][C:16]([Cl:19])=[CH:15][C:14]=3[Cl:20])=[CH:10][C:5]=2[S:4][C:3]=1[C:21]([OH:23])=O.CC[N:26]=C=NCCCN(C)C.C(N(CC)CC)C, predict the reaction product. (6) Given the reactants [CH3:1][NH:2][CH:3]1[CH2:6][CH2:5][CH2:4]1.C(=O)([O-])[O-].[K+].[K+].Br[CH2:14][CH2:15][CH2:16][Cl:17], predict the reaction product. The product is: [Cl:17][CH2:16][CH2:15][CH2:14][N:2]([CH3:1])[CH:3]1[CH2:6][CH2:5][CH2:4]1. (7) Given the reactants [NH2:1][C:2]1[N:3]=[CH:4][C:5]2[S:10][C:9](=[O:11])[NH:8][C:6]=2[N:7]=1.C(O)(=O)C.C(O)(=O)C.C(O)(=O)C.C(O)(=O)C.C(O[C@@H:32]1[O:44][C@H:43]([CH2:45][O:46][C:47](=[O:49])[CH3:48])[C@@H:38]([O:39][C:40](=[O:42])[CH3:41])[C@H:33]1[O:34][C:35](=[O:37])[CH3:36])(=O)C, predict the reaction product. The product is: [NH2:1][C:2]1[N:3]=[CH:4][C:5]2[S:10][C:9](=[O:11])[N:8]([C@@H:32]3[O:44][C@H:43]([CH2:45][O:46][C:47](=[O:49])[CH3:48])[C@@H:38]([O:39][C:40](=[O:42])[CH3:41])[C@H:33]3[O:34][C:35](=[O:37])[CH3:36])[C:6]=2[N:7]=1.